Dataset: NCI-60 drug combinations with 297,098 pairs across 59 cell lines. Task: Regression. Given two drug SMILES strings and cell line genomic features, predict the synergy score measuring deviation from expected non-interaction effect. (1) Synergy scores: CSS=57.7, Synergy_ZIP=-5.75, Synergy_Bliss=1.48, Synergy_Loewe=2.21, Synergy_HSA=3.08. Drug 2: CNC(=O)C1=NC=CC(=C1)OC2=CC=C(C=C2)NC(=O)NC3=CC(=C(C=C3)Cl)C(F)(F)F. Cell line: HT29. Drug 1: CC(CN1CC(=O)NC(=O)C1)N2CC(=O)NC(=O)C2. (2) Drug 1: C1CN1C2=NC(=NC(=N2)N3CC3)N4CC4. Drug 2: C1=CC(=CC=C1CC(C(=O)O)N)N(CCCl)CCCl.Cl. Cell line: HCT116. Synergy scores: CSS=44.2, Synergy_ZIP=-3.02, Synergy_Bliss=-2.98, Synergy_Loewe=-0.991, Synergy_HSA=3.27. (3) Drug 1: CN1CCC(CC1)COC2=C(C=C3C(=C2)N=CN=C3NC4=C(C=C(C=C4)Br)F)OC. Drug 2: C1=CC(=CC=C1CC(C(=O)O)N)N(CCCl)CCCl.Cl. Cell line: SN12C. Synergy scores: CSS=28.4, Synergy_ZIP=2.22, Synergy_Bliss=10.3, Synergy_Loewe=10.1, Synergy_HSA=11.0. (4) Drug 1: C1CCC(C(C1)N)N.C(=O)(C(=O)[O-])[O-].[Pt+4]. Drug 2: C1C(C(OC1N2C=NC(=NC2=O)N)CO)O. Cell line: SK-MEL-5. Synergy scores: CSS=18.6, Synergy_ZIP=-4.12, Synergy_Bliss=0.412, Synergy_Loewe=-1.60, Synergy_HSA=0.585. (5) Drug 1: C1CN(CCN1C(=O)CCBr)C(=O)CCBr. Drug 2: CC12CCC3C(C1CCC2OP(=O)(O)O)CCC4=C3C=CC(=C4)OC(=O)N(CCCl)CCCl.[Na+]. Cell line: HCC-2998. Synergy scores: CSS=14.0, Synergy_ZIP=-9.84, Synergy_Bliss=-9.00, Synergy_Loewe=-5.69, Synergy_HSA=-7.75. (6) Drug 1: CCCCC(=O)OCC(=O)C1(CC(C2=C(C1)C(=C3C(=C2O)C(=O)C4=C(C3=O)C=CC=C4OC)O)OC5CC(C(C(O5)C)O)NC(=O)C(F)(F)F)O. Drug 2: CC1=C(C(=O)C2=C(C1=O)N3CC4C(C3(C2COC(=O)N)OC)N4)N. Cell line: 786-0. Synergy scores: CSS=31.1, Synergy_ZIP=-10.7, Synergy_Bliss=-12.5, Synergy_Loewe=-10.4, Synergy_HSA=-9.24. (7) Drug 1: C1=NC2=C(N=C(N=C2N1C3C(C(C(O3)CO)O)F)Cl)N. Drug 2: CNC(=O)C1=NC=CC(=C1)OC2=CC=C(C=C2)NC(=O)NC3=CC(=C(C=C3)Cl)C(F)(F)F. Cell line: COLO 205. Synergy scores: CSS=24.7, Synergy_ZIP=-7.38, Synergy_Bliss=-2.33, Synergy_Loewe=-41.4, Synergy_HSA=-6.02. (8) Drug 1: CC1=CC2C(CCC3(C2CCC3(C(=O)C)OC(=O)C)C)C4(C1=CC(=O)CC4)C. Drug 2: C1CC(C1)(C(=O)O)C(=O)O.[NH2-].[NH2-].[Pt+2]. Synergy scores: CSS=5.03, Synergy_ZIP=0.374, Synergy_Bliss=-3.66, Synergy_Loewe=-18.1, Synergy_HSA=-13.8. Cell line: MDA-MB-231. (9) Drug 1: CC12CCC3C(C1CCC2=O)CC(=C)C4=CC(=O)C=CC34C. Drug 2: C1CN(P(=O)(OC1)NCCCl)CCCl. Cell line: COLO 205. Synergy scores: CSS=47.6, Synergy_ZIP=1.59, Synergy_Bliss=0.793, Synergy_Loewe=-20.1, Synergy_HSA=-0.788. (10) Drug 1: C1=CC(=CC=C1CCC2=CNC3=C2C(=O)NC(=N3)N)C(=O)NC(CCC(=O)O)C(=O)O. Drug 2: CC1=C2C(C(=O)C3(C(CC4C(C3C(C(C2(C)C)(CC1OC(=O)C(C(C5=CC=CC=C5)NC(=O)C6=CC=CC=C6)O)O)OC(=O)C7=CC=CC=C7)(CO4)OC(=O)C)O)C)OC(=O)C. Cell line: UACC-257. Synergy scores: CSS=15.8, Synergy_ZIP=-10.8, Synergy_Bliss=0.242, Synergy_Loewe=-6.74, Synergy_HSA=1.86.